Dataset: Full USPTO retrosynthesis dataset with 1.9M reactions from patents (1976-2016). Task: Predict the reactants needed to synthesize the given product. (1) Given the product [NH2:1][C:2]1[O:6][N:5]=[C:4]([C:7]2[CH:12]=[CH:11][CH:10]=[C:9]([O:13][C:14]([F:15])([F:16])[F:17])[CH:8]=2)[C:3]=1[C:18]([N:46]1[CH2:45][CH2:44][N:43]([C:49]2[CH:50]=[CH:51][C:52]([OH:55])=[CH:53][CH:54]=2)[CH2:48][CH2:47]1)=[O:20], predict the reactants needed to synthesize it. The reactants are: [NH2:1][C:2]1[O:6][N:5]=[C:4]([C:7]2[CH:12]=[CH:11][CH:10]=[C:9]([O:13][C:14]([F:17])([F:16])[F:15])[CH:8]=2)[C:3]=1[C:18]([OH:20])=O.Cl.C(N=C=NCCCN(C)C)C.OC1C2N=NNC=2C=CC=1.[N:43]1([C:49]2[CH:54]=[CH:53][C:52]([OH:55])=[CH:51][CH:50]=2)[CH2:48][CH2:47][NH:46][CH2:45][CH2:44]1. (2) Given the product [CH:13]1([NH:19][C:20]([N:10]2[CH2:11][CH2:12][CH:7]([N:1]3[CH2:6][CH2:5][CH2:4][CH2:3][CH2:2]3)[CH2:8][CH2:9]2)=[S:21])[CH2:18][CH2:17][CH2:16][CH2:15][CH2:14]1, predict the reactants needed to synthesize it. The reactants are: [N:1]1([CH:7]2[CH2:12][CH2:11][NH:10][CH2:9][CH2:8]2)[CH2:6][CH2:5][CH2:4][CH2:3][CH2:2]1.[CH:13]1([N:19]=[C:20]=[S:21])[CH2:18][CH2:17][CH2:16][CH2:15][CH2:14]1. (3) Given the product [NH2:27][C:23]1[CH:22]=[C:21]([S:20][CH2:19][C:12]2[C:13]([NH:15][CH2:16][CH2:17][CH3:18])=[N:14][C:9]([NH:8][C:4]3[CH:5]=[CH:6][CH:7]=[C:2]([F:1])[CH:3]=3)=[N:10][CH:11]=2)[CH:26]=[CH:25][CH:24]=1, predict the reactants needed to synthesize it. The reactants are: [F:1][C:2]1[CH:3]=[C:4]([NH:8][C:9]2[N:14]=[C:13]([NH:15][CH2:16][CH2:17][CH3:18])[C:12]([CH2:19][S:20][C:21]3[CH:26]=[CH:25][CH:24]=[C:23]([N+:27]([O-])=O)[CH:22]=3)=[CH:11][N:10]=2)[CH:5]=[CH:6][CH:7]=1.[Sn](Cl)Cl.O. (4) Given the product [CH3:38][CH2:39][O:41][CH2:42][CH2:43][O:12][C:11](/[CH:10]=[CH:9]/[C:6]1[CH:7]=[CH:8][C:3]([O:2][CH3:1])=[CH:4][CH:5]=1)=[O:13], predict the reactants needed to synthesize it. The reactants are: [CH3:1][O:2][C:3]1[CH:8]=[CH:7][C:6](/[CH:9]=[CH:10]/[C:11]([OH:13])=[O:12])=[CH:5][CH:4]=1.C(NCCO)CO.COC(C1C=CC=CC=1)=C(OC)C(O)=O.C([CH:38](CCCC)[C:39]([O:41][CH2:42][CH:43](CO)O)=O)C. (5) Given the product [CH3:17][N:13]1[CH2:14][CH2:15][CH2:16][C@H:12]1[CH2:11][N:7]1[C:8]2[C:4](=[CH:3][C:2]([NH2:35])=[CH:10][CH:9]=2)[CH:5]=[CH:6]1, predict the reactants needed to synthesize it. The reactants are: Br[C:2]1[CH:3]=[C:4]2[C:8](=[CH:9][CH:10]=1)[N:7]([CH2:11][C@@H:12]1[CH2:16][CH2:15][CH2:14][N:13]1[CH3:17])[CH:6]=[CH:5]2.C(P(C(C)(C)C)C(C)(C)C)(C)(C)C.C[Si]([N-:35][Si](C)(C)C)(C)C.[Li+]. (6) Given the product [C:1]([C:5]1[CH:12]=[CH:11][C:8]([CH2:9][NH:23][CH2:22][CH2:21][C:18]2[CH:19]=[CH:20][C:15]([O:14][CH3:13])=[CH:16][CH:17]=2)=[CH:7][CH:6]=1)([CH3:4])([CH3:3])[CH3:2], predict the reactants needed to synthesize it. The reactants are: [C:1]([C:5]1[CH:12]=[CH:11][C:8]([CH:9]=O)=[CH:7][CH:6]=1)([CH3:4])([CH3:3])[CH3:2].[CH3:13][O:14][C:15]1[CH:20]=[CH:19][C:18]([CH2:21][CH2:22][NH2:23])=[CH:17][CH:16]=1.[BH4-].[Na+].